Dataset: Forward reaction prediction with 1.9M reactions from USPTO patents (1976-2016). Task: Predict the product of the given reaction. (1) Given the reactants C([O:8][C@H:9]1[C@H:15]([O:16]CC2C=CC=CC=2)[C@@H:14]([O:24]CC2C=CC=CC=2)[C@:13]2([C:33]3[CH:38]=[CH:37][C:36]([Cl:39])=[C:35]([CH2:40][C:41]4[CH:46]=[CH:45][C:44]([O:47][CH3:48])=[C:43]([F:49])[C:42]=4[F:50])[CH:34]=3)[O:32][C@@:10]1([CH2:51][OH:52])[CH2:11][O:12]2)C1C=CC=CC=1.ClC1C=CC=CC=1Cl, predict the reaction product. The product is: [Cl:39][C:36]1[CH:37]=[CH:38][C:33]([C@@:13]23[O:32][C@@:10]([CH2:51][OH:52])([CH2:11][O:12]2)[C@@H:9]([OH:8])[C@H:15]([OH:16])[C@H:14]3[OH:24])=[CH:34][C:35]=1[CH2:40][C:41]1[CH:46]=[CH:45][C:44]([O:47][CH3:48])=[C:43]([F:49])[C:42]=1[F:50]. (2) The product is: [CH2:1]([C@@:5]1([CH2:29][CH3:30])[NH:11][C@H:10]([C:12]2[CH:13]=[CH:14][CH:15]=[CH:16][CH:17]=2)[C:9]2[CH:18]=[C:19]([N:24]([CH3:26])[CH3:25])[C:20]([OH:22])=[CH:21][C:8]=2[S:7](=[O:27])(=[O:28])[CH2:6]1)[CH2:2][CH2:3][CH3:4]. Given the reactants [CH2:1]([C@@:5]1([CH2:29][CH3:30])[NH:11][C@H:10]([C:12]2[CH:17]=[CH:16][CH:15]=[CH:14][CH:13]=2)[C:9]2[CH:18]=[C:19]([N:24]([CH3:26])[CH3:25])[C:20]([O:22]C)=[CH:21][C:8]=2[S:7](=[O:28])(=[O:27])[CH2:6]1)[CH2:2][CH2:3][CH3:4].[Cl-].[Al+3].[Cl-].[Cl-], predict the reaction product.